This data is from Full USPTO retrosynthesis dataset with 1.9M reactions from patents (1976-2016). The task is: Predict the reactants needed to synthesize the given product. (1) Given the product [C:17]1([C:13]2[C:12]([CH2:11][O:10][C:7]3[CH:8]=[CH:9][C:4]([C:3]([NH:24][CH:25]4[CH2:30][CH2:29][O:28][CH2:27][CH2:26]4)=[O:23])=[CH:5][N:6]=3)=[CH:16][O:15][N:14]=2)[CH:18]=[CH:19][CH:20]=[CH:21][CH:22]=1, predict the reactants needed to synthesize it. The reactants are: CO[C:3](=[O:23])[C:4]1[CH:9]=[CH:8][C:7]([O:10][CH2:11][C:12]2[C:13]([C:17]3[CH:22]=[CH:21][CH:20]=[CH:19][CH:18]=3)=[N:14][O:15][CH:16]=2)=[N:6][CH:5]=1.[NH2:24][CH:25]1[CH2:30][CH2:29][O:28][CH2:27][CH2:26]1. (2) Given the product [CH3:1][O:2][CH2:3][C@@H:4]([O:7][C:8]1[CH:9]=[C:10]([CH:15]=[C:16]([O:18][CH2:19][C:20]2[CH:21]=[CH:22][CH:23]=[CH:24][CH:25]=2)[CH:17]=1)[C:11]([OH:13])=[O:12])[CH2:5][CH3:6], predict the reactants needed to synthesize it. The reactants are: [CH3:1][O:2][CH2:3][C@@H:4]([O:7][C:8]1[CH:9]=[C:10]([CH:15]=[C:16]([O:18][CH2:19][C:20]2[CH:25]=[CH:24][CH:23]=[CH:22][CH:21]=2)[CH:17]=1)[C:11]([O:13]C)=[O:12])[CH2:5][CH3:6].C1COCC1.[OH-].[Li+]. (3) Given the product [C:16]1([S:19]([OH:22])(=[O:21])=[O:20])[CH:17]=[CH:18][CH:13]=[CH:14][CH:15]=1, predict the reactants needed to synthesize it. The reactants are: COC1C=CC(B(O)O)=CC=1.Br[C:13]1[CH:18]=[CH:17][C:16]([S:19]([OH:22])(=[O:21])=[O:20])=[CH:15][CH:14]=1.C(=O)([O-])[O-].[K+].[K+].C(COC)OC. (4) Given the product [CH3:16][CH:17]([OH:20])[CH2:18][O:34][C:5]([C:6]([CH3:8])=[CH2:7])=[O:9], predict the reactants needed to synthesize it. The reactants are: OC(C)CN[C:5](=[O:9])[C:6]([CH3:8])=[CH2:7].[N+](C1C=[CH:18][C:17]([O:20]C(=O)CNC(=O)C(C)=C)=[CH:16]C=1)([O-])=O.NCC([OH:34])C.CC(C)=O. (5) Given the product [CH2:14]([O:16][C:17](=[O:36])[C:18]1[CH:23]=[C:22]([C:24]2[CH:29]=[CH:28][CH:27]=[C:26]([C:30]([F:33])([F:32])[F:31])[CH:25]=2)[C:21]([OH:34])=[C:20]([Br:35])[CH:19]=1)[CH3:15].[CH2:14]([O:16][C:17](=[O:36])[C:18]1[CH:19]=[C:20]([C:5]2[CH:6]=[CH:7][CH:8]=[C:3]([C:2]([F:13])([F:12])[F:1])[CH:4]=2)[C:21]([OH:34])=[C:22]([C:24]2[CH:29]=[CH:28][CH:27]=[C:26]([C:30]([F:32])([F:31])[F:33])[CH:25]=2)[CH:23]=1)[CH3:15], predict the reactants needed to synthesize it. The reactants are: [F:1][C:2]([F:13])([F:12])[C:3]1[CH:4]=[C:5](B(O)O)[CH:6]=[CH:7][CH:8]=1.[CH2:14]([O:16][C:17](=[O:36])[C:18]1[CH:23]=[C:22]([C:24]2[CH:29]=[CH:28][CH:27]=[C:26]([C:30]([F:33])([F:32])[F:31])[CH:25]=2)[C:21]([OH:34])=[C:20]([Br:35])[CH:19]=1)[CH3:15].